This data is from Full USPTO retrosynthesis dataset with 1.9M reactions from patents (1976-2016). The task is: Predict the reactants needed to synthesize the given product. (1) Given the product [Cl:1][C:2]1[CH:3]=[C:4]([C@@H:8]2[C@@H:13]([C:14]3[CH:15]=[CH:16][C:17]([Cl:20])=[CH:18][CH:19]=3)[N:12]([CH2:21][CH:22]3[CH2:23][CH2:24]3)[C:11](=[O:25])[C@H:10]([CH2:26][C:27]([NH2:31])=[O:28])[CH2:9]2)[CH:5]=[CH:6][CH:7]=1, predict the reactants needed to synthesize it. The reactants are: [Cl:1][C:2]1[CH:3]=[C:4]([C@@H:8]2[C@@H:13]([C:14]3[CH:19]=[CH:18][C:17]([Cl:20])=[CH:16][CH:15]=3)[N:12]([CH2:21][CH:22]3[CH2:24][CH2:23]3)[C:11](=[O:25])[C@H:10]([CH2:26][C:27](OC)=[O:28])[CH2:9]2)[CH:5]=[CH:6][CH:7]=1.[NH3:31].CO.[C-]#N.[Na+]. (2) Given the product [N:8]1[CH:7]=[CH:6][CH:5]=[CH:4][N:3]=1.[NH2:3][C@H:4]([C:10]([OH:12])=[O:11])[CH2:5][CH2:6][C:7](=[O:9])[NH2:8], predict the reactants needed to synthesize it. The reactants are: NN.[NH2:3][C@H:4]([C:10]([OH:12])=[O:11])[CH2:5][CH2:6][C:7](=[O:9])[NH2:8].